This data is from Forward reaction prediction with 1.9M reactions from USPTO patents (1976-2016). The task is: Predict the product of the given reaction. (1) The product is: [CH3:24][C:10]1[CH:11]=[C:12]([S:15][C:16]2[CH:21]=[CH:20][C:19]([O:22][CH2:43][C:42]3[CH:41]=[CH:40][C:39]([C:38]([F:37])([F:47])[F:48])=[CH:46][CH:45]=3)=[C:18]([CH3:23])[CH:17]=2)[CH:13]=[CH:14][C:9]=1[O:8][CH2:7][C:6]([OH:5])=[O:25]. Given the reactants C([O:5][C:6](=[O:25])[CH2:7][O:8][C:9]1[CH:14]=[CH:13][C:12]([S:15][C:16]2[CH:21]=[CH:20][C:19]([OH:22])=[C:18]([CH3:23])[CH:17]=2)=[CH:11][C:10]=1[CH3:24])(C)(C)C.C([O-])([O-])=O.[Cs+].[Cs+].CN(C=O)C.[F:37][C:38]([F:48])([F:47])[C:39]1[CH:46]=[CH:45][C:42]([CH2:43]Br)=[CH:41][CH:40]=1, predict the reaction product. (2) The product is: [F:20][C:17]1[CH:18]=[C:19]2[C:14](=[CH:15][CH:16]=1)[NH:13][CH:12]=[C:11]2[C:9]([C@@H:7]1[CH2:8][C@H:6]1[C:4]([OH:5])=[O:3])=[O:10]. Given the reactants C([O:3][C:4]([C@@H:6]1[CH2:8][C@H:7]1[C:9]([C:11]1[C:19]2[C:14](=[CH:15][CH:16]=[C:17]([F:20])[CH:18]=2)[NH:13][CH:12]=1)=[O:10])=[O:5])C.[OH-].[Na+], predict the reaction product.